This data is from Retrosynthesis with 50K atom-mapped reactions and 10 reaction types from USPTO. The task is: Predict the reactants needed to synthesize the given product. (1) Given the product CC(CSC(F)(F)F)C(=O)N(C)c1cn(-c2cccnc2)nc1Cl, predict the reactants needed to synthesize it. The reactants are: CC(CSC(F)(F)F)C(=O)O.CNc1cn(-c2cccnc2)nc1Cl. (2) Given the product N#Cc1nc(C(=O)NC[C@H](Cc2ccccc2)C(=O)O)c(O)c2ccc(Oc3ccccc3)cc12, predict the reactants needed to synthesize it. The reactants are: COC(=O)c1nc(C#N)c2cc(Oc3ccccc3)ccc2c1O.NC[C@H](Cc1ccccc1)C(=O)O. (3) Given the product O=C(CCl)NC(C(=O)O)N(C(=O)CCl)c1cscn1, predict the reactants needed to synthesize it. The reactants are: CCOC(=O)C(NC(=O)CCl)N(C(=O)CCl)c1cscn1. (4) Given the product CNC(=O)c1cc(C(=O)OC)cc([N+](=O)[O-])c1, predict the reactants needed to synthesize it. The reactants are: CN.COC(=O)c1cc(C(=O)Cl)cc([N+](=O)[O-])c1. (5) Given the product CC(C)C[C@H]1CN(C(=O)c2cc(-c3ccc(Cl)cc3F)on2)[C@@H](CC(C)C)C(=O)N1, predict the reactants needed to synthesize it. The reactants are: CC(C)C[C@H]1CN(C(=O)c2cc(-c3ccc(F)c(F)c3)on2)[C@@H](CC(C)C)C(=O)N1.O=C(O)c1cc(-c2ccc(Cl)cc2F)on1. (6) Given the product Cc1cc(C#N)cc(C)c1OCC(C1CCCC1)n1c(-c2ccc(Cl)cc2)nc2cc(F)c(F)cc21, predict the reactants needed to synthesize it. The reactants are: Cc1cc(C#N)cc(C)c1O.OCC(C1CCCC1)n1c(-c2ccc(Cl)cc2)nc2cc(F)c(F)cc21. (7) Given the product O=C(O)CN1C[C@@H](c2cccs2)SC[C@H](N[C@@H](CCCCC2CCNCC2)C(=O)O)C1=O, predict the reactants needed to synthesize it. The reactants are: CCOC(=O)[C@H](CCCCC1CCNCC1)N[C@H]1CS[C@H](c2cccs2)CN(CC(=O)O)C1=O.